This data is from Catalyst prediction with 721,799 reactions and 888 catalyst types from USPTO. The task is: Predict which catalyst facilitates the given reaction. Reactant: C([O:9][C@@H:10]1[C@@H:36]([O:37]C(=O)C2C=CC=CC=2)[C@H:35]([O:46]C(=O)C2C=CC=CC=2)[C@@H:34]([C@@H:55]([CH3:65])[O:56]C(=O)C2C=CC=CC=2)[O:33][C@H:11]1[O:12][C:13]1[CH:18]=[C:17]([CH2:19][O:20]C(=O)C)[CH:16]=[CH:15][C:14]=1[CH2:24][C:25]1[CH:30]=[CH:29][C:28]([O:31][CH3:32])=[CH:27][CH:26]=1)(=O)C1C=CC=CC=1.C[O-].[Na+].O1CCCC1.C(O)(=O)C. Product: [O:12]([C:13]1[CH:18]=[C:17]([CH2:19][OH:20])[CH:16]=[CH:15][C:14]=1[CH2:24][C:25]1[CH:26]=[CH:27][C:28]([O:31][CH3:32])=[CH:29][CH:30]=1)[C@@H:11]1[O:33][C@H:34]([C@@H:55]([CH3:65])[OH:56])[C@@H:35]([OH:46])[C@H:36]([OH:37])[C@H:10]1[OH:9]. The catalyst class is: 5.